This data is from TCR-epitope binding with 47,182 pairs between 192 epitopes and 23,139 TCRs. The task is: Binary Classification. Given a T-cell receptor sequence (or CDR3 region) and an epitope sequence, predict whether binding occurs between them. The epitope is RLDKVEAEV. The TCR CDR3 sequence is CASSPRAGAVGELFF. Result: 1 (the TCR binds to the epitope).